Regression. Given a peptide amino acid sequence and an MHC pseudo amino acid sequence, predict their binding affinity value. This is MHC class II binding data. From a dataset of Peptide-MHC class II binding affinity with 134,281 pairs from IEDB. The peptide sequence is SGTNNKTMAVCTNAK. The MHC is HLA-DPA10103-DPB10201 with pseudo-sequence HLA-DPA10103-DPB10201. The binding affinity (normalized) is 0.0861.